Dataset: Reaction yield outcomes from USPTO patents with 853,638 reactions. Task: Predict the reaction yield, written as a fraction of the theoretical maximum amount of product (1.0 means a 100% yield; for example, 0.34 means a 34% yield). (1) The reactants are [CH:1]1([N:4]2[CH2:9][CH2:8][N:7]([C:10]3[S:11][C:12]4[CH:18]=[C:17]([CH:19]=O)[CH:16]=[CH:15][C:13]=4[N:14]=3)[CH2:6][CH2:5]2)[CH2:3][CH2:2]1.[CH:21]1([NH2:24])[CH2:23][CH2:22]1.CC(O)=O.[BH3-]C#N.[Na+]. The product is [CH:21]1([NH:24][CH2:19][C:17]2[CH:16]=[CH:15][C:13]3[N:14]=[C:10]([N:7]4[CH2:8][CH2:9][N:4]([CH:1]5[CH2:3][CH2:2]5)[CH2:5][CH2:6]4)[S:11][C:12]=3[CH:18]=2)[CH2:23][CH2:22]1. The catalyst is C1COCC1.CO. The yield is 0.790. (2) The reactants are [N:1]1([CH:7]([C:10]2[CH:15]=[CH:14][CH:13]=[CH:12][N:11]=2)[CH2:8][NH2:9])[CH2:6][CH2:5][O:4][CH2:3][CH2:2]1.[Cl:16][C:17]1[CH:25]=[CH:24][C:23]([CH3:26])=[CH:22][C:18]=1[C:19](O)=[O:20].C1CN([P+](ON2N=NC3C=CC=CC2=3)(N2CCCC2)N2CCCC2)CC1.F[P-](F)(F)(F)(F)F.CCN(C(C)C)C(C)C. The catalyst is C(Cl)Cl. The product is [Cl:16][C:17]1[CH:25]=[CH:24][C:23]([CH3:26])=[CH:22][C:18]=1[C:19]([NH:9][CH2:8][CH:7]([N:1]1[CH2:6][CH2:5][O:4][CH2:3][CH2:2]1)[C:10]1[CH:15]=[CH:14][CH:13]=[CH:12][N:11]=1)=[O:20]. The yield is 0.900. (3) The reactants are [F:1][C:2]1[CH:7]=[CH:6][C:5]([C:8]2[S:9][C:10]([CH:13]([OH:15])[CH3:14])=[CH:11][N:12]=2)=[CH:4][CH:3]=1.CC(OI1(OC(C)=O)(OC(C)=O)OC(=O)C2C=CC=CC1=2)=O. The catalyst is ClCCl. The product is [F:1][C:2]1[CH:3]=[CH:4][C:5]([C:8]2[S:9][C:10]([C:13](=[O:15])[CH3:14])=[CH:11][N:12]=2)=[CH:6][CH:7]=1. The yield is 0.830.